This data is from CYP1A2 inhibition data for predicting drug metabolism from PubChem BioAssay. The task is: Regression/Classification. Given a drug SMILES string, predict its absorption, distribution, metabolism, or excretion properties. Task type varies by dataset: regression for continuous measurements (e.g., permeability, clearance, half-life) or binary classification for categorical outcomes (e.g., BBB penetration, CYP inhibition). Dataset: cyp1a2_veith. (1) The molecule is CCN1C(=O)C(CC(=O)Nc2ccc(OC)cc2)N(Cc2cccs2)C1=S. The result is 0 (non-inhibitor). (2) The molecule is CN(C)c1nc(-c2ccoc2)nc2ccccc12. The result is 1 (inhibitor). (3) The drug is Cc1cnc(CNc2cc(-c3ccc(N(C)C)cc3)ncn2)cn1. The result is 1 (inhibitor). (4) The drug is CCOC(=O)c1c(C)nc2c(c1-c1ccccc1)C(=O)CCC2. The result is 1 (inhibitor). (5) The result is 0 (non-inhibitor). The molecule is CCCC(=O)Nc1sc(C)c(-c2ccc(C(C)CC)cc2)c1C#N. (6) The compound is c1ccc(C2=NN[C@@H]3c4ccccc4-c4ccccc4N3C2)cc1. The result is 1 (inhibitor). (7) The drug is COc1ccccc1C(=O)O/N=C1/CCCc2c1ccc(OC)c2[N+](=O)[O-]. The result is 1 (inhibitor). (8) The compound is COc1cc(NC(=O)c2ccc(COCC(F)(F)F)cc2)cc(OC)c1OC. The result is 0 (non-inhibitor). (9) The molecule is N#Cc1c(-c2ccccc2)ccnc1Oc1ccccc1. The result is 1 (inhibitor). (10) The compound is O=S(=O)(N/N=C\c1ccc2c(c1)OCO2)c1ccc(Cl)cc1. The result is 1 (inhibitor).